From a dataset of Full USPTO retrosynthesis dataset with 1.9M reactions from patents (1976-2016). Predict the reactants needed to synthesize the given product. (1) Given the product [O:32]=[C:19]1[C@@H:18]([NH:17][C:15](=[O:16])[O:14][C:10]([CH3:11])([CH3:12])[CH3:13])[CH2:24][CH2:23][S:22][C@H:21]2[CH2:25][CH2:26][CH2:27][C@@H:28]([C:29](=[O:30])[NH:38][C:34]3[S:33][CH:37]=[CH:36][N:35]=3)[N:20]12, predict the reactants needed to synthesize it. The reactants are: CCN(C(C)C)C(C)C.[C:10]([O:14][C:15]([NH:17][C@H:18]1[CH2:24][CH2:23][S:22][C@H:21]2[CH2:25][CH2:26][CH2:27][C@@H:28]([C:29](O)=[O:30])[N:20]2[C:19]1=[O:32])=[O:16])([CH3:13])([CH3:12])[CH3:11].[S:33]1[CH:37]=[CH:36][N:35]=[C:34]1[NH2:38].ON1C2N=CC=CC=2N=N1.C(Cl)CCl. (2) Given the product [F:1][C:2]1[CH:7]=[CH:6][C:5]([C:8]2([CH2:14][O:15][CH2:16][C:17]3[O:21][N:20]=[C:19]([C:22]4[CH:23]=[CH:24][C:25]([CH2:26][N:27]5[CH2:30][CH:29]([C:31]([OH:33])=[O:32])[CH2:28]5)=[CH:38][CH:39]=4)[N:18]=3)[CH2:13][CH2:12][CH2:11][CH2:10][CH2:9]2)=[CH:4][CH:3]=1, predict the reactants needed to synthesize it. The reactants are: [F:1][C:2]1[CH:7]=[CH:6][C:5]([C:8]2([CH2:14][O:15][CH2:16][C:17]3[O:21][N:20]=[C:19]([C:22]4[CH:39]=[CH:38][C:25]([CH2:26][N:27]5[CH2:30][CH:29]([C:31]([O:33]C(C)(C)C)=[O:32])[CH2:28]5)=[CH:24][CH:23]=4)[N:18]=3)[CH2:13][CH2:12][CH2:11][CH2:10][CH2:9]2)=[CH:4][CH:3]=1.CCOCC. (3) Given the product [O:31]=[C:13]1[C@@H:14]([NH:17][S:18]([C:21]2[S:25][C:24]3[CH:26]=[C:27]([Cl:30])[CH:28]=[CH:29][C:23]=3[CH:22]=2)(=[O:19])=[O:20])[CH2:15][CH2:16][N:12]1[CH2:11][C:9]1[NH:10][C:6]2[CH:5]=[CH:4][N:3]=[CH:2][C:7]=2[CH:8]=1, predict the reactants needed to synthesize it. The reactants are: Cl[C:2]1[C:7]2[CH:8]=[C:9]([CH2:11][N:12]3[CH2:16][CH2:15][C@H:14]([NH:17][S:18]([C:21]4[S:25][C:24]5[CH:26]=[C:27]([Cl:30])[CH:28]=[CH:29][C:23]=5[CH:22]=4)(=[O:20])=[O:19])[C:13]3=[O:31])[NH:10][C:6]=2[CH:5]=[CH:4][N:3]=1. (4) Given the product [NH2:8][C:7]1[N:9]=[C:14]([C:16]2[CH:21]=[CH:20][CH:19]=[CH:18][C:17]=2[OH:22])[CH:13]=[CH:12][N:6]=1, predict the reactants needed to synthesize it. The reactants are: [Na].C[O-].[Na+].Cl.[NH2:6][C:7]([NH2:9])=[NH:8].CN(C)[CH:12]=[CH:13][C:14]([C:16]1[CH:21]=[CH:20][CH:19]=[CH:18][C:17]=1[OH:22])=O.